From a dataset of Full USPTO retrosynthesis dataset with 1.9M reactions from patents (1976-2016). Predict the reactants needed to synthesize the given product. (1) Given the product [CH:1]1([O:6][C:7]2[N:15]=[C:14]3[C:10]([N:11]=[CH:12][N:13]3[C@@H:16]3[O:32][C@H:31]([CH3:33])[C@:29]([CH2:34][OH:37])([OH:30])[C@H:17]3[OH:18])=[C:9]([NH2:36])[N:8]=2)[CH2:2][CH2:3][CH2:4][CH2:5]1, predict the reactants needed to synthesize it. The reactants are: [CH:1]1([O:6][C:7]2[N:15]=[C:14]3[C:10]([N:11]=[CH:12][N:13]3[C@@H:16]3[O:32][C@H:31]([CH3:33])[C@@:29]([CH:34]=C)([OH:30])[C@@H:17]3[O:18][Si](C(C)C)(C(C)C)C(C)C)=[C:9]([NH2:36])[N:8]=2)[CH2:5][CH2:4][CH2:3][CH2:2]1.[O:37]=[O+][O-].CSC.[BH4-].[Na+]. (2) Given the product [CH2:18]([O:17][C:15]([CH:11]1[CH2:10][N:9]([C:7]([N:1]2[CH2:6][CH2:5][O:4][CH2:3][CH2:2]2)=[O:8])[CH2:14][CH2:13][N:12]1[S:31]([C:28]1[CH:27]=[CH:26][C:25]([O:24][CH2:20][C:21]#[C:22][CH3:23])=[CH:30][CH:29]=1)(=[O:33])=[O:32])=[O:16])[CH3:19], predict the reactants needed to synthesize it. The reactants are: [N:1]1([C:7]([N:9]2[CH2:14][CH2:13][NH:12][CH:11]([C:15]([O:17][CH2:18][CH3:19])=[O:16])[CH2:10]2)=[O:8])[CH2:6][CH2:5][O:4][CH2:3][CH2:2]1.[CH2:20]([O:24][C:25]1[CH:30]=[CH:29][C:28]([S:31](Cl)(=[O:33])=[O:32])=[CH:27][CH:26]=1)[C:21]#[C:22][CH3:23].O. (3) Given the product [F:22][C:4]1[CH:3]=[C:2]([B:40]2[O:44][C:43]([CH3:46])([CH3:45])[C:42]([CH3:48])([CH3:47])[O:41]2)[CH:7]=[CH:6][C:5]=1[C@@H:8]([CH3:21])[CH2:9][NH:10][C:18](=[O:19])[O:35][C:36]([CH3:37])([CH3:38])[CH3:39], predict the reactants needed to synthesize it. The reactants are: Br[C:2]1[CH:7]=[CH:6][C:5]([C@@H:8]([CH3:21])[CH2:9][N:10]2[C:18](=[O:19])C3C(=CC=CC=3)C2=O)=[C:4]([F:22])[CH:3]=1.NN.[CH3:37][C:36]([O:35]C(OC([O:35][C:36]([CH3:39])([CH3:38])[CH3:37])=O)=O)([CH3:39])[CH3:38].[B:40]1([B:40]2[O:44][C:43]([CH3:46])([CH3:45])[C:42]([CH3:48])([CH3:47])[O:41]2)[O:44][C:43]([CH3:46])([CH3:45])[C:42]([CH3:48])([CH3:47])[O:41]1. (4) Given the product [NH:33]1[C:41]2[C:36](=[CH:37][C:38]([CH2:42][CH2:43][C:44]3[CH:49]=[N:48][C:47]4[C:50]([NH2:51])=[N:16][C:14]5[CH:15]=[C:10]([CH2:9][OH:8])[CH:11]=[CH:12][C:13]=5[C:46]=4[CH:45]=3)=[CH:39][CH:40]=2)[CH:35]=[CH:34]1, predict the reactants needed to synthesize it. The reactants are: [Si]([O:8][CH2:9][C:10]1[CH:11]=[CH:12][C:13](B2OC(C)(C)C(C)(C)O2)=[C:14]([NH:16]C(=O)OC(C)(C)C)[CH:15]=1)(C(C)(C)C)(C)C.[NH:33]1[C:41]2[C:36](=[CH:37][C:38]([C:42]#[C:43][C:44]3[CH:45]=[C:46](Cl)[C:47]([C:50]#[N:51])=[N:48][CH:49]=3)=[CH:39][CH:40]=2)[CH:35]=[CH:34]1. (5) Given the product [Cl:21][C:18]1[S:17][C:16]([C:14]2[O:13][N:12]=[C:11]([CH2:10][N:6]3[C:5]([C:3]([OH:4])=[O:2])=[CH:9][N:8]=[CH:7]3)[CH:15]=2)=[CH:20][CH:19]=1, predict the reactants needed to synthesize it. The reactants are: C[O:2][C:3]([C:5]1[N:6]([CH2:10][C:11]2[CH:15]=[C:14]([C:16]3[S:17][C:18]([Cl:21])=[CH:19][CH:20]=3)[O:13][N:12]=2)[CH:7]=[N:8][CH:9]=1)=[O:4].O.[OH-].[Li+].Cl. (6) Given the product [Si:1]([O:8][CH2:9]/[CH:10]=[CH:11]/[C:12]1[N:20]([CH2:35][CH3:36])[C:19]2[C:18]([O:21][C:22]3[CH:27]=[CH:26][CH:25]=[CH:24][CH:23]=3)=[N:17][CH:16]=[N:15][C:14]=2[CH:13]=1)([C:4]([CH3:7])([CH3:5])[CH3:6])([CH3:3])[CH3:2], predict the reactants needed to synthesize it. The reactants are: [Si:1]([O:8][CH2:9]/[CH:10]=[CH:11]/[C:12]1[NH:20][C:19]2[C:18]([O:21][C:22]3[CH:27]=[CH:26][CH:25]=[CH:24][CH:23]=3)=[N:17][CH:16]=[N:15][C:14]=2[CH:13]=1)([C:4]([CH3:7])([CH3:6])[CH3:5])([CH3:3])[CH3:2].C(=O)([O-])[O-].[Cs+].[Cs+].I[CH2:35][CH3:36]. (7) Given the product [CH2:13]([O:20][C:21]1[CH:30]=[C:29]2[C:24]([C:25]([O:11][C:5]3[CH:4]=[C:3]([CH3:12])[C:2]([CH3:1])=[CH:7][C:6]=3[C:8](=[O:9])[CH3:10])=[CH:26][CH:27]=[N:28]2)=[CH:23][C:22]=1[O:32][CH3:33])[C:14]1[CH:15]=[CH:16][CH:17]=[CH:18][CH:19]=1, predict the reactants needed to synthesize it. The reactants are: [CH3:1][C:2]1[CH:7]=[C:6]([C:8]([CH3:10])=[O:9])[C:5]([OH:11])=[CH:4][C:3]=1[CH3:12].[CH2:13]([O:20][C:21]1[CH:30]=[C:29]2[C:24]([C:25](Cl)=[CH:26][CH:27]=[N:28]2)=[CH:23][C:22]=1[O:32][CH3:33])[C:14]1[CH:19]=[CH:18][CH:17]=[CH:16][CH:15]=1. (8) Given the product [CH3:32][C:27]1([CH3:33])[C:28]([CH3:31])([CH3:30])[O:29][B:25]([C:2]2[CH:7]=[CH:6][C:5]([C:8]([F:11])([F:10])[F:9])=[CH:4][C:3]=2[C:12]2[CH2:17][CH2:16][N:15]([C:18]([O:20][C:21]([CH3:24])([CH3:23])[CH3:22])=[O:19])[CH2:14][CH:13]=2)[O:26]1, predict the reactants needed to synthesize it. The reactants are: Br[C:2]1[CH:7]=[CH:6][C:5]([C:8]([F:11])([F:10])[F:9])=[CH:4][C:3]=1[C:12]1[CH2:17][CH2:16][N:15]([C:18]([O:20][C:21]([CH3:24])([CH3:23])[CH3:22])=[O:19])[CH2:14][CH:13]=1.[B:25]1([B:25]2[O:29][C:28]([CH3:31])([CH3:30])[C:27]([CH3:33])([CH3:32])[O:26]2)[O:29][C:28]([CH3:31])([CH3:30])[C:27]([CH3:33])([CH3:32])[O:26]1.P([O-])([O-])([O-])=O.[K+].[K+].[K+].CC(C1C=C(C(C)C)C(C2C=CC=CC=2P(C2CCCCC2)C2CCCCC2)=C(C(C)C)C=1)C. (9) Given the product [C:23]([NH:1][CH2:2][CH2:3][CH:4]1[CH2:5][CH2:6][N:7]([C:10]([O:12][C:13]([CH3:16])([CH3:15])[CH3:14])=[O:11])[CH2:8][CH2:9]1)(=[O:28])[C:24]([CH3:27])([CH3:26])[CH3:25], predict the reactants needed to synthesize it. The reactants are: [NH2:1][CH2:2][CH2:3][CH:4]1[CH2:9][CH2:8][N:7]([C:10]([O:12][C:13]([CH3:16])([CH3:15])[CH3:14])=[O:11])[CH2:6][CH2:5]1.C(=O)([O-])[O-].[Na+].[Na+].[C:23](Cl)(=[O:28])[C:24]([CH3:27])([CH3:26])[CH3:25].